From a dataset of Forward reaction prediction with 1.9M reactions from USPTO patents (1976-2016). Predict the product of the given reaction. (1) Given the reactants Cl.[F:2][C:3]1[C:4]([C:26]([F:29])([F:28])[F:27])=[C:5]([CH:10]2[CH2:15][CH2:14][N:13]([C:16]([C:18]3[C:19]4[CH2:25][NH:24][CH2:23][C:20]=4[NH:21][N:22]=3)=[O:17])[CH2:12][CH2:11]2)[CH:6]=[CH:7][C:8]=1[F:9].[N:30]#[C:31]Br.FC1C(C(F)(F)F)=C(C2CCN(C(N3C4CN(C#N)CC=4C=N3)=O)CC2)C=CC=1F, predict the reaction product. The product is: [F:2][C:3]1[C:4]([C:26]([F:27])([F:28])[F:29])=[C:5]([CH:10]2[CH2:15][CH2:14][N:13]([C:16]([C:18]3[C:19]4[CH2:25][N:24]([C:31]#[N:30])[CH2:23][C:20]=4[NH:21][N:22]=3)=[O:17])[CH2:12][CH2:11]2)[CH:6]=[CH:7][C:8]=1[F:9]. (2) Given the reactants [Br:1][C:2]1[CH:15]=[CH:14][C:5]([O:6][CH2:7][CH:8]([OH:13])[CH2:9][N:10]([CH3:12])[CH3:11])=[CH:4][CH:3]=1.[H-].[Na+].I[CH3:19], predict the reaction product. The product is: [Br:1][C:2]1[CH:3]=[CH:4][C:5]([O:6][CH2:7][CH:8]([O:13][CH3:19])[CH2:9][N:10]([CH3:12])[CH3:11])=[CH:14][CH:15]=1. (3) Given the reactants [O:1]=[C:2]1[C:10]2[C:5](=[CH:6][CH:7]=[CH:8][CH:9]=2)[C:4](=[O:11])[N:3]1[CH2:12][CH2:13][N:14]1[C:23]2[C:18](=[N:19][CH:20]=[C:21]([CH2:24][C:25]3[CH:30]=[CH:29][C:28]([F:31])=[CH:27][CH:26]=3)[CH:22]=2)[C:17]([OH:32])=[C:16]([C:33](OCC)=[O:34])[C:15]1=[O:38].[O:39]1[CH2:43][CH2:42][CH2:41][CH:40]1[CH2:44][NH2:45], predict the reaction product. The product is: [O:1]=[C:2]1[C:10]2[C:5](=[CH:6][CH:7]=[CH:8][CH:9]=2)[C:4](=[O:11])[N:3]1[CH2:12][CH2:13][N:14]1[C:23]2[C:18](=[N:19][CH:20]=[C:21]([CH2:24][C:25]3[CH:26]=[CH:27][C:28]([F:31])=[CH:29][CH:30]=3)[CH:22]=2)[C:17]([OH:32])=[C:16]([C:33]([NH:45][CH2:44][CH:40]2[CH2:41][CH2:42][CH2:43][O:39]2)=[O:34])[C:15]1=[O:38].